This data is from Full USPTO retrosynthesis dataset with 1.9M reactions from patents (1976-2016). The task is: Predict the reactants needed to synthesize the given product. (1) Given the product [C:1]([O:5][C:6](=[O:26])[NH:7][CH:8]([C:18]1[CH:23]=[CH:22][C:21]([Cl:24])=[C:20]([Cl:25])[CH:19]=1)[C:9](=[O:10])[C:11]1[CH:12]=[CH:13][C:14]([O:17][CH2:30][CH2:29][C:28]([F:33])([F:32])[F:27])=[CH:15][CH:16]=1)([CH3:4])([CH3:2])[CH3:3], predict the reactants needed to synthesize it. The reactants are: [C:1]([O:5][C:6](=[O:26])[NH:7][CH:8]([C:18]1[CH:23]=[CH:22][C:21]([Cl:24])=[C:20]([Cl:25])[CH:19]=1)[C:9]([C:11]1[CH:16]=[CH:15][C:14]([OH:17])=[CH:13][CH:12]=1)=[O:10])([CH3:4])([CH3:3])[CH3:2].[F:27][C:28]([F:33])([F:32])[CH2:29][CH2:30]O. (2) Given the product [CH:8]1([C:7]2[C:2]([O:16][CH2:15][CH2:14][F:13])=[CH:3][C:4]([C:11]#[N:12])=[N:5][CH:6]=2)[CH2:10][CH2:9]1, predict the reactants needed to synthesize it. The reactants are: Cl[C:2]1[C:7]([CH:8]2[CH2:10][CH2:9]2)=[CH:6][N:5]=[C:4]([C:11]#[N:12])[CH:3]=1.[F:13][CH2:14][CH2:15][OH:16].[H-].[Na+]. (3) Given the product [NH:8]1[C:9]2[CH2:15][CH2:14][CH2:13][CH2:12][C:10]=2[N:11]=[C:7]1[CH2:6][C:1]#[N:2], predict the reactants needed to synthesize it. The reactants are: [C-:1]#[N:2].[K+].Cl.Cl[CH2:6][C:7]1[NH:11][C:10]2[CH2:12][CH2:13][CH2:14][CH2:15][C:9]=2[N:8]=1.C(=O)([O-])O.[Na+]. (4) Given the product [CH3:1][O:2][C:3]1[CH:4]=[C:5]([C:9]2([C:12]([NH2:13])=[O:14])[CH2:11][CH2:10]2)[CH:6]=[CH:7][CH:8]=1.[CH3:1][O:2][C:3]1[CH:4]=[C:5]([C:9]2([C:12]([OH:16])=[O:14])[CH2:11][CH2:10]2)[CH:6]=[CH:7][CH:8]=1, predict the reactants needed to synthesize it. The reactants are: [CH3:1][O:2][C:3]1[CH:4]=[C:5]([C:9]2([C:12]#[N:13])[CH2:11][CH2:10]2)[CH:6]=[CH:7][CH:8]=1.[OH-:14].[K+].[OH2:16]. (5) Given the product [Br:11][C:12]1[CH:13]=[CH:14][C:15]2[N:16]([CH:18]=[C:19]([C:21]([NH:10][CH2:9][C:3]3[C:2]([F:1])=[CH:7][CH:6]=[CH:5][C:4]=3[F:8])=[O:22])[N:20]=2)[CH:17]=1, predict the reactants needed to synthesize it. The reactants are: [F:1][C:2]1[CH:7]=[CH:6][CH:5]=[C:4]([F:8])[C:3]=1[CH2:9][NH2:10].[Br:11][C:12]1[CH:13]=[CH:14][C:15]2[N:16]([CH:18]=[C:19]([C:21](OCC)=[O:22])[N:20]=2)[CH:17]=1.